This data is from Reaction yield outcomes from USPTO patents with 853,638 reactions. The task is: Predict the reaction yield, written as a fraction of the theoretical maximum amount of product (1.0 means a 100% yield; for example, 0.34 means a 34% yield). (1) The reactants are [Br:1][C:2]1[CH:3]=[CH:4][C:5]([CH:8]2[CH2:13][CH2:12][NH:11][CH2:10][CH2:9]2)=[N:6][CH:7]=1.[CH3:14][C:15](=O)[CH3:16].Cl.[C:19](O)(=O)C. The catalyst is CO. The product is [Br:1][C:2]1[CH:3]=[CH:4][C:5]([CH:8]2[CH2:13][CH2:12][N:11]([CH:15]3[CH2:16][CH2:19][CH2:14]3)[CH2:10][CH2:9]2)=[N:6][CH:7]=1. The yield is 0.860. (2) The reactants are [F:1][C:2]1[CH:7]=[CH:6][C:5]([F:8])=[CH:4][C:3]=1[C@H:9]1[CH2:13][CH2:12][CH2:11][N:10]1[C:14]1[CH:15]=[CH:16][C:17]2[N:18]([C:20]([NH2:23])=[CH:21][N:22]=2)[N:19]=1.[F:24][C:25]([F:36])([F:35])[C:26](O[C:26](=[O:27])[C:25]([F:36])([F:35])[F:24])=[O:27].N1C=CC=CC=1. The catalyst is C(Cl)Cl. The product is [F:1][C:2]1[CH:7]=[CH:6][C:5]([F:8])=[CH:4][C:3]=1[C@H:9]1[CH2:13][CH2:12][CH2:11][N:10]1[C:14]1[CH:15]=[CH:16][C:17]2[N:18]([C:20]([NH:23][C:26](=[O:27])[C:25]([F:36])([F:35])[F:24])=[CH:21][N:22]=2)[N:19]=1. The yield is 0.690. (3) The reactants are [NH:1]1[CH2:7][CH2:6][CH2:5][CH2:4][C:3]2[CH:8]=[CH:9][CH:10]=[CH:11][C:2]1=2.[N+:12]([O-])([O-:14])=[O:13].[K+].N. The catalyst is OS(O)(=O)=O. The product is [N+:12]([C:10]1[CH:9]=[CH:8][C:3]2[CH2:4][CH2:5][CH2:6][CH2:7][NH:1][C:2]=2[CH:11]=1)([O-:14])=[O:13]. The yield is 0.510. (4) The reactants are [C:1]([O:5][C:6](=[O:34])[CH2:7][N:8]1[C:16]2[C:11](=[CH:12][CH:13]=[C:14]([NH:17][CH2:18][C:19]3[N:20]([CH3:33])[C:21]4[C:26]([C:27]=3[C:28]([O:30]C)=O)=[C:25]([Cl:32])[CH:24]=[CH:23][CH:22]=4)[CH:15]=2)[CH:10]=[CH:9]1)([CH3:4])([CH3:3])[CH3:2].[Al](C)(C)C. The catalyst is ClCCl.Cl. The yield is 0.890. The product is [Cl:32][C:25]1[C:26]2[C:27]3[C:28](=[O:30])[N:17]([C:14]4[CH:15]=[C:16]5[C:11]([CH:10]=[CH:9][N:8]5[CH2:7][C:6]([O:5][C:1]([CH3:4])([CH3:3])[CH3:2])=[O:34])=[CH:12][CH:13]=4)[CH2:18][C:19]=3[N:20]([CH3:33])[C:21]=2[CH:22]=[CH:23][CH:24]=1. (5) The reactants are [H-].[Na+].[Br:3][C:4]1[O:8][C:7]([CH2:9][OH:10])=[CH:6][CH:5]=1.[CH3:11]I. The catalyst is CN(C=O)C. The product is [Br:3][C:4]1[O:8][C:7]([CH2:9][O:10][CH3:11])=[CH:6][CH:5]=1. The yield is 0.210.